From a dataset of Full USPTO retrosynthesis dataset with 1.9M reactions from patents (1976-2016). Predict the reactants needed to synthesize the given product. (1) The reactants are: [OH:1][C:2]1[CH:7]=[CH:6][C:5]([C:8]2[C:9]([CH2:21][NH:22][C:23]3[CH:28]=[CH:27][CH:26]=[CH:25][C:24]=3[O:29][CH3:30])=[C:10]3[C:15](=[CH:16][CH:17]=2)[NH:14][C:13]([CH3:19])([CH3:18])[CH:12]=[C:11]3[CH3:20])=[C:4]([O:31][CH3:32])[CH:3]=1.[CH3:33][C:34]1[N:42]=[CH:41][CH:40]=[CH:39][C:35]=1[C:36](O)=[O:37].C(N(CC)C(C)C)(C)C. Given the product [CH3:32][O:31][C:4]1[CH:3]=[C:2]([O:1][C:36]([C:35]2[C:34]([CH3:33])=[N:42][CH:41]=[CH:40][CH:39]=2)=[O:37])[CH:7]=[CH:6][C:5]=1[C:8]1[C:9]([CH2:21][NH:22][C:23]2[CH:28]=[CH:27][CH:26]=[CH:25][C:24]=2[O:29][CH3:30])=[C:10]2[C:15](=[CH:16][CH:17]=1)[NH:14][C:13]([CH3:19])([CH3:18])[CH:12]=[C:11]2[CH3:20], predict the reactants needed to synthesize it. (2) The reactants are: [C:1]([O:4][CH:5]([CH2:9][CH2:10][S:11][CH3:12])[C:6]([OH:8])=O)(=[O:3])[CH3:2].S(Cl)(Cl)=O.C(N(CC)CC)C.[CH2:24]([NH2:34])[CH2:25][CH2:26][CH2:27][CH2:28][CH2:29][CH2:30][CH2:31][CH2:32][CH3:33]. Given the product [C:1]([O:4][CH:5]([CH2:9][CH2:10][S:11][CH3:12])[C:6]([NH:34][CH2:24][CH2:25][CH2:26][CH2:27][CH2:28][CH2:29][CH2:30][CH2:31][CH2:32][CH3:33])=[O:8])(=[O:3])[CH3:2], predict the reactants needed to synthesize it. (3) Given the product [CH3:31][O:7][C:6](=[O:8])[C:5]1[CH:9]=[CH:10][C:2]([Cl:1])=[C:3]([NH:11][C:12]([C:14]2[C:29](=[O:30])[NH:28][C:17]3[N:18]=[C:19]([O:22][CH2:23][CH2:24][O:25][CH2:26][CH3:27])[N:20]=[CH:21][C:16]=3[CH:15]=2)=[O:13])[CH:4]=1, predict the reactants needed to synthesize it. The reactants are: [Cl:1][C:2]1[CH:10]=[CH:9][C:5]([C:6]([OH:8])=[O:7])=[CH:4][C:3]=1[NH:11][C:12]([C:14]1[C:29](=[O:30])[NH:28][C:17]2[N:18]=[C:19]([O:22][CH2:23][CH2:24][O:25][CH2:26][CH3:27])[N:20]=[CH:21][C:16]=2[CH:15]=1)=[O:13].[CH3:31]O. (4) Given the product [CH3:1][O:2][CH:3]([O:6][CH3:7])[CH2:4][NH:5][C:18](=[O:19])[O:20][CH2:21][CH3:22], predict the reactants needed to synthesize it. The reactants are: [CH3:1][O:2][CH:3]([O:6][CH3:7])[CH2:4][NH2:5].C1(C)C=CC=CC=1.[OH-].[Na+].Cl[C:18]([O:20][CH2:21][CH3:22])=[O:19]. (5) Given the product [CH3:22][C:21]1[C:16]([N:13]2[CH2:14][CH2:15][N:10]([C:8]([C:5]3[CH:6]=[CH:7][C:2]([N:27]4[CH2:28][CH2:29][CH2:30][CH2:31][S:26]4(=[O:33])=[O:32])=[CH:3][C:4]=3[O:24][CH3:25])=[O:9])[CH2:11][CH2:12]2)=[N:17][CH:18]=[C:19]([CH3:23])[CH:20]=1, predict the reactants needed to synthesize it. The reactants are: Br[C:2]1[CH:7]=[CH:6][C:5]([C:8]([N:10]2[CH2:15][CH2:14][N:13]([C:16]3[C:21]([CH3:22])=[CH:20][C:19]([CH3:23])=[CH:18][N:17]=3)[CH2:12][CH2:11]2)=[O:9])=[C:4]([O:24][CH3:25])[CH:3]=1.[S:26]1(=[O:33])(=[O:32])[CH2:31][CH2:30][CH2:29][CH2:28][NH:27]1. (6) Given the product [CH3:32][N:31]([CH2:30][C:26]1[CH:25]=[C:24]([NH:23][C:19]2[N:18]=[C:17]([C:16]3[C:8]([C:4]4[CH:3]=[C:2]([NH:1][C:40](=[O:41])[CH2:39][C:35]5[S:34][CH:38]=[CH:37][CH:36]=5)[CH:7]=[CH:6][CH:5]=4)=[N:9][N:10]4[CH:15]=[CH:14][CH:13]=[CH:12][C:11]=34)[CH:22]=[CH:21][N:20]=2)[CH:29]=[CH:28][CH:27]=1)[CH3:33], predict the reactants needed to synthesize it. The reactants are: [NH2:1][C:2]1[CH:3]=[C:4]([C:8]2[C:16]([C:17]3[CH:22]=[CH:21][N:20]=[C:19]([NH:23][C:24]4[CH:29]=[CH:28][CH:27]=[C:26]([CH2:30][N:31]([CH3:33])[CH3:32])[CH:25]=4)[N:18]=3)=[C:11]3[CH:12]=[CH:13][CH:14]=[CH:15][N:10]3[N:9]=2)[CH:5]=[CH:6][CH:7]=1.[S:34]1[CH:38]=[CH:37][CH:36]=[C:35]1[CH2:39][C:40](Cl)=[O:41].